Dataset: Reaction yield outcomes from USPTO patents with 853,638 reactions. Task: Predict the reaction yield, written as a fraction of the theoretical maximum amount of product (1.0 means a 100% yield; for example, 0.34 means a 34% yield). (1) The reactants are Br[C:2]1[C:3]([NH2:18])=[N:4][C:5]([N:13]2[CH:17]=[CH:16][CH:15]=[N:14]2)=[N:6][C:7]=1[N:8]1[CH:12]=[CH:11][CH:10]=[N:9]1.[C-:19]#[N:20].C(OCC)(=O)C. The catalyst is N1C=CC=CC=1. The product is [NH2:18][C:3]1[C:2]([C:19]#[N:20])=[C:7]([N:8]2[CH:12]=[CH:11][CH:10]=[N:9]2)[N:6]=[C:5]([N:13]2[CH:17]=[CH:16][CH:15]=[N:14]2)[N:4]=1. The yield is 0.396. (2) The catalyst is ClCCCl. The reactants are [CH2:1]([S:8][CH:9]([CH:34]=O)[CH2:10][NH:11][C:12]([C:14]1[NH:15][C:16]2[C:21]([CH:22]=1)=[CH:20][CH:19]=[CH:18][C:17]=2[N:23]([CH3:33])[S:24]([C:27]1[CH:32]=[CH:31][CH:30]=[CH:29][N:28]=1)(=[O:26])=[O:25])=[O:13])[C:2]1[CH:7]=[CH:6][CH:5]=[CH:4][CH:3]=1.[NH:36]1[CH2:41][CH2:40][S:39][CH2:38][CH2:37]1.C(O[BH-](OC(=O)C)OC(=O)C)(=O)C.[Na+].Cl. The product is [CH2:1]([S:8][CH:9]([CH2:34][N:36]1[CH2:41][CH2:40][S:39][CH2:38][CH2:37]1)[CH2:10][NH:11][C:12]([C:14]1[NH:15][C:16]2[C:21]([CH:22]=1)=[CH:20][CH:19]=[CH:18][C:17]=2[N:23]([CH3:33])[S:24]([C:27]1[CH:32]=[CH:31][CH:30]=[CH:29][N:28]=1)(=[O:26])=[O:25])=[O:13])[C:2]1[CH:3]=[CH:4][CH:5]=[CH:6][CH:7]=1. The yield is 0.950. (3) The reactants are [Br:1][C:2]1[N:3]=[C:4]([C@@H:12]2[CH2:17][N:16]3[C:18](=[O:21])[O:19][CH2:20][C@H:15]3[CH2:14][CH2:13]2)[N:5]2[CH:10]=[CH:9][N:8]=[C:7](Cl)[C:6]=12.[NH4+:22].[OH-].CC(O)C. No catalyst specified. The product is [NH2:22][C:7]1[C:6]2[N:5]([C:4]([C@@H:12]3[CH2:17][N:16]4[C:18](=[O:21])[O:19][CH2:20][C@H:15]4[CH2:14][CH2:13]3)=[N:3][C:2]=2[Br:1])[CH:10]=[CH:9][N:8]=1. The yield is 0.270.